The task is: Predict which catalyst facilitates the given reaction.. This data is from Catalyst prediction with 721,799 reactions and 888 catalyst types from USPTO. (1) Reactant: C(O[C:4](=[C:11]1[C:19]2[C:14](=[CH:15][CH:16]=[C:17]([N+:20]([O-:22])=[O:21])[CH:18]=2)[NH:13][C:12]1=[O:23])[C:5]1[CH:10]=[CH:9][CH:8]=[CH:7][CH:6]=1)C.[CH3:24][CH:25]1[CH2:30][CH2:29][N:28]([CH2:31][C:32]2[CH:38]=[CH:37][C:35]([NH2:36])=[CH:34][CH:33]=2)[CH2:27][CH2:26]1. Product: [CH3:24][CH:25]1[CH2:30][CH2:29][N:28]([CH2:31][C:32]2[CH:33]=[CH:34][C:35]([NH:36]/[C:4](=[C:11]3\[C:12](=[O:23])[NH:13][C:14]4[C:19]\3=[CH:18][C:17]([N+:20]([O-:22])=[O:21])=[CH:16][CH:15]=4)/[C:5]3[CH:10]=[CH:9][CH:8]=[CH:7][CH:6]=3)=[CH:37][CH:38]=2)[CH2:27][CH2:26]1. The catalyst class is: 3. (2) Reactant: [CH3:1][C:2]([C:7]1[CH:12]=[CH:11][C:10]([N+:13]([O-:15])=[O:14])=[CH:9][CH:8]=1)([CH3:6])[CH2:3][CH2:4][NH2:5].[C:16](Cl)(=[O:18])[CH3:17].C(N(CC)CC)C. Product: [CH3:6][C:2]([C:7]1[CH:8]=[CH:9][C:10]([N+:13]([O-:15])=[O:14])=[CH:11][CH:12]=1)([CH3:1])[CH2:3][CH2:4][NH:5][C:16](=[O:18])[CH3:17]. The catalyst class is: 2. (3) The catalyst class is: 1. Product: [CH2:1]([O:8][C:9]1[CH:13]=[CH:12][S:11][C:10]=1[C:14](=[O:15])[CH3:20])[C:2]1[CH:3]=[CH:4][CH:5]=[CH:6][CH:7]=1. Reactant: [CH2:1]([O:8][C:9]1[CH:13]=[CH:12][S:11][C:10]=1[C:14](N(OC)C)=[O:15])[C:2]1[CH:7]=[CH:6][CH:5]=[CH:4][CH:3]=1.[CH3:20][Mg]Br. (4) Reactant: [Br:1][C:2]1[CH:9]=[C:6]([CH:7]=[O:8])[C:5]([O:10][CH3:11])=[CH:4][CH:3]=1.[CH2:12](O)[CH2:13][CH2:14][OH:15].C1(C)C=CC(S(O)(=O)=O)=CC=1. Product: [Br:1][C:2]1[CH:3]=[CH:4][C:5]([O:10][CH3:11])=[C:6]([CH:7]2[O:15][CH2:14][CH2:13][CH2:12][O:8]2)[CH:9]=1. The catalyst class is: 11.